Dataset: Forward reaction prediction with 1.9M reactions from USPTO patents (1976-2016). Task: Predict the product of the given reaction. (1) Given the reactants C12N(C3C=NC4C(=CC=CC=4)N=3)CC1CCNC2.[C:19]1([C:34]2[CH:39]=[CH:38][CH:37]=[CH:36][CH:35]=2)[CH:24]=[CH:23][CH:22]=[CH:21][C:20]=1[C:25]([N:27]1[CH2:33][CH:32]2[CH:29]([CH2:30][NH:31]2)[CH2:28]1)=[O:26].Cl[C:41]1[N:46]=[C:45]([O:47][CH3:48])[CH:44]=[CH:43][N:42]=1, predict the reaction product. The product is: [C:19]1([C:34]2[CH:39]=[CH:38][CH:37]=[CH:36][CH:35]=2)[CH:24]=[CH:23][CH:22]=[CH:21][C:20]=1[C:25]([N:27]1[CH2:33][CH:32]2[CH:29]([CH2:30][N:31]2[C:41]2[N:46]=[C:45]([O:47][CH3:48])[CH:44]=[CH:43][N:42]=2)[CH2:28]1)=[O:26]. (2) Given the reactants [F:1][C:2]1[CH:3]=[C:4]([C:8]2[CH:9]=[C:10]([CH2:15][NH:16][C:17]3[C:18]([CH3:32])=[C:19]([CH:28]=[CH:29][C:30]=3[CH3:31])[O:20][CH2:21][C:22]([O:24]C(C)C)=[O:23])[CH:11]=[C:12]([CH3:14])[CH:13]=2)[CH:5]=[CH:6][CH:7]=1.[Li+].[OH-], predict the reaction product. The product is: [F:1][C:2]1[CH:3]=[C:4]([C:8]2[CH:9]=[C:10]([CH2:15][NH:16][C:17]3[C:18]([CH3:32])=[C:19]([CH:28]=[CH:29][C:30]=3[CH3:31])[O:20][CH2:21][C:22]([OH:24])=[O:23])[CH:11]=[C:12]([CH3:14])[CH:13]=2)[CH:5]=[CH:6][CH:7]=1. (3) Given the reactants C([N:8]1[CH2:14][CH2:13][CH2:12][O:11][CH:10]([CH2:15][C:16]2[CH:21]=[CH:20][C:19]([F:22])=[CH:18][CH:17]=2)[CH2:9]1)C1C=CC=CC=1, predict the reaction product. The product is: [F:22][C:19]1[CH:18]=[CH:17][C:16]([CH2:15][CH:10]2[CH2:9][NH:8][CH2:14][CH2:13][CH2:12][O:11]2)=[CH:21][CH:20]=1.